This data is from Retrosynthesis with 50K atom-mapped reactions and 10 reaction types from USPTO. The task is: Predict the reactants needed to synthesize the given product. (1) Given the product CC(C)(C)NS(=O)(=O)c1ccccc1-c1ccc(NC(=O)C2(NC(=O)OC(C)(C)C)CC2)c(F)c1, predict the reactants needed to synthesize it. The reactants are: CC(C)(C)NS(=O)(=O)c1ccccc1-c1ccc(N)c(F)c1.CC(C)(C)OC(=O)NC1(C(=O)O)CC1. (2) Given the product CCOC(=O)C(Oc1cccc2[nH]ccc12)C(=O)OCC, predict the reactants needed to synthesize it. The reactants are: CCOC(=O)C(Oc1cccc2c1ccn2C(=O)OCc1ccccc1)C(=O)OCC.